This data is from Reaction yield outcomes from USPTO patents with 853,638 reactions. The task is: Predict the reaction yield, written as a fraction of the theoretical maximum amount of product (1.0 means a 100% yield; for example, 0.34 means a 34% yield). (1) The reactants are [N:1]1[CH:6]=[CH:5][C:4]([C:7]2[CH:12]=[CH:11][C:10]([C:13]3[O:14][C:15]4[C:21]([C:22]([O:24]C)=O)=[CH:20][CH:19]=[CH:18][C:16]=4[N:17]=3)=[CH:9][CH:8]=2)=[CH:3][CH:2]=1.[NH3:26]. The catalyst is CO. The product is [N:1]1[CH:2]=[CH:3][C:4]([C:7]2[CH:8]=[CH:9][C:10]([C:13]3[O:14][C:15]4[C:21]([C:22]([NH2:26])=[O:24])=[CH:20][CH:19]=[CH:18][C:16]=4[N:17]=3)=[CH:11][CH:12]=2)=[CH:5][CH:6]=1. The yield is 0.900. (2) The reactants are [NH2:1][C:2]1[CH:7]=[CH:6][C:5]([C:8]([CH3:15])([CH3:14])[CH2:9][NH:10][C:11](=[O:13])[CH3:12])=[C:4]([C:16]2[CH:17]=[N:18][CH:19]=[CH:20][CH:21]=2)[CH:3]=1.[CH3:22][O:23][C:24]1[CH:25]=[C:26]([CH:30]=[CH:31][C:32]=1[O:33][CH3:34])[C:27](Cl)=[O:28].C(N(CC)CC)C. The catalyst is C(Cl)Cl. The product is [C:11]([NH:10][CH2:9][C:8]([C:5]1[CH:6]=[CH:7][C:2]([NH:1][C:27](=[O:28])[C:26]2[CH:30]=[CH:31][C:32]([O:33][CH3:34])=[C:24]([O:23][CH3:22])[CH:25]=2)=[CH:3][C:4]=1[C:16]1[CH:17]=[N:18][CH:19]=[CH:20][CH:21]=1)([CH3:15])[CH3:14])(=[O:13])[CH3:12]. The yield is 0.100. (3) The reactants are [NH2:1][C@@H:2]([C:7]([OH:9])=[O:8])[CH2:3][CH:4]([CH3:6])[CH3:5].[C:10](OC(=O)C)(=[O:12])[CH3:11].[OH-].[Na+].Cl. The catalyst is O. The product is [C:10]([NH:1][C@@H:2]([C:7]([OH:9])=[O:8])[CH2:3][CH:4]([CH3:6])[CH3:5])(=[O:12])[CH3:11]. The yield is 0.890. (4) The reactants are [NH2:1][C:2]1[CH:7]=[CH:6][C:5]([C:8]([N:10]2[CH2:15][CH2:14][CH:13]([NH:16][C:17]3[N:22]=[C:21]([C:23]4[C:31]5[C:26](=[CH:27][CH:28]=[CH:29][CH:30]=5)[N:25]([S:32]([C:35]5[CH:40]=[CH:39][CH:38]=[CH:37][CH:36]=5)(=[O:34])=[O:33])[CH:24]=4)[C:20]([Cl:41])=[CH:19][N:18]=3)[CH2:12][CH2:11]2)=[O:9])=[CH:4][CH:3]=1.C(O)(C(F)(F)F)=O.CCN(C(C)C)C(C)C.[Cl-].Cl[C:60](=[O:67])/[CH:61]=[CH:62]/[CH2:63][NH+:64]([CH3:66])[CH3:65].C(Cl)Cl. The catalyst is CN1C(=O)CCC1.CCOC(C)=O. The product is [Cl:41][C:20]1[C:21]([C:23]2[C:31]3[C:26](=[CH:27][CH:28]=[CH:29][CH:30]=3)[N:25]([S:32]([C:35]3[CH:36]=[CH:37][CH:38]=[CH:39][CH:40]=3)(=[O:33])=[O:34])[CH:24]=2)=[N:22][C:17]([NH:16][CH:13]2[CH2:12][CH2:11][N:10]([C:8]([C:5]3[CH:4]=[CH:3][C:2]([NH:1][C:60](=[O:67])/[CH:61]=[CH:62]/[CH2:63][N:64]([CH3:66])[CH3:65])=[CH:7][CH:6]=3)=[O:9])[CH2:15][CH2:14]2)=[N:18][CH:19]=1. The yield is 0.790. (5) The reactants are O[Li].O.[CH3:4][C@H:5]1[C:13]2[C:12]([N:14]3[CH2:19][CH2:18][N:17]([C:20]([O:22][C:23]([CH3:26])([CH3:25])[CH3:24])=[O:21])[CH2:16][CH2:15]3)=[N:11][CH:10]=[N:9][C:8]=2[C@H:7]([O:27]C(=O)C2C=CC([N+]([O-])=O)=CC=2)[CH2:6]1.C1COCC1. The catalyst is O. The product is [OH:27][C@H:7]1[C:8]2[N:9]=[CH:10][N:11]=[C:12]([N:14]3[CH2:19][CH2:18][N:17]([C:20]([O:22][C:23]([CH3:26])([CH3:25])[CH3:24])=[O:21])[CH2:16][CH2:15]3)[C:13]=2[C@H:5]([CH3:4])[CH2:6]1. The yield is 1.00. (6) The reactants are [Cl:1][C:2]1[CH:3]=[C:4]([C:9]#[C:10][CH3:11])[C:5]([NH2:8])=[N:6][CH:7]=1.CC(C)([O-])C.[K+]. The catalyst is C(O)(C)(C)C. The product is [Cl:1][C:2]1[CH:3]=[C:4]2[CH:9]=[C:10]([CH3:11])[NH:8][C:5]2=[N:6][CH:7]=1. The yield is 0.830. (7) The reactants are C(O[C:5]1[C:6](=[O:18])[C:7](=[O:17])[C:8]=1[C:9]1[CH:14]=[CH:13][C:12]([O:15][CH3:16])=[CH:11][CH:10]=1)(C)C.[C:19]([NH2:24])([CH2:22][CH3:23])([CH3:21])[CH3:20]. No catalyst specified. The product is [CH3:20][C:19]([NH:24][C:5]1[C:6](=[O:18])[C:7](=[O:17])[C:8]=1[C:9]1[CH:10]=[CH:11][C:12]([O:15][CH3:16])=[CH:13][CH:14]=1)([CH3:21])[CH2:22][CH3:23]. The yield is 0.840. (8) The reactants are C([N:8]1[CH2:17][CH2:16][C:15]2[N:14]=[C:13]([O:18][CH:19]([CH3:21])[CH3:20])[CH:12]=[CH:11][C:10]=2[CH2:9]1)C1C=CC=CC=1.C(OCC)(=O)C.[ClH:28]. The catalyst is [OH-].[OH-].[Pd+2].CO. The product is [ClH:28].[CH:19]([O:18][C:13]1[CH:12]=[CH:11][C:10]2[CH2:9][NH:8][CH2:17][CH2:16][C:15]=2[N:14]=1)([CH3:21])[CH3:20]. The yield is 0.260. (9) The reactants are [CH2:1]([O:8][C:9]1[C:10]([C:29]([N:31]([CH2:40][CH2:41][O:42][Si](C(C)(C)C)(C)C)[CH:32]([C:34]2[CH:39]=[CH:38][CH:37]=[CH:36][CH:35]=2)[CH3:33])=[O:30])=[N:11][C:12]([CH2:16][C:17]2([C:22]3[CH:27]=[CH:26][C:25]([Cl:28])=[CH:24][CH:23]=3)[CH2:21][CH2:20][CH2:19][CH2:18]2)=[N:13][C:14]=1[OH:15])[C:2]1[CH:7]=[CH:6][CH:5]=[CH:4][CH:3]=1.Cl.[OH-].[Na+]. The catalyst is O1CCCC1. The product is [CH2:1]([O:8][C:9]1[C:10]([C:29]([N:31]([CH2:40][CH2:41][OH:42])[CH:32]([C:34]2[CH:39]=[CH:38][CH:37]=[CH:36][CH:35]=2)[CH3:33])=[O:30])=[N:11][C:12]([CH2:16][C:17]2([C:22]3[CH:23]=[CH:24][C:25]([Cl:28])=[CH:26][CH:27]=3)[CH2:21][CH2:20][CH2:19][CH2:18]2)=[N:13][C:14]=1[OH:15])[C:2]1[CH:7]=[CH:6][CH:5]=[CH:4][CH:3]=1. The yield is 0.876. (10) The reactants are [Br:1][C:2]1[C:3]([O:18][C:19]2[C:24]([CH3:25])=[CH:23][C:22]([C:26]#[N:27])=[CH:21][C:20]=2[CH3:28])=[N:4][C:5]([NH:9][C:10]2[CH:17]=[CH:16][C:13]([C:14]#[N:15])=[CH:12][CH:11]=2)=[N:6][C:7]=1Cl.[CH3:29][O:30][NH2:31].[OH-].[Na+]. The catalyst is O1CCCC1. The product is [Br:1][C:2]1[C:3]([O:18][C:19]2[C:24]([CH3:25])=[CH:23][C:22]([C:26]#[N:27])=[CH:21][C:20]=2[CH3:28])=[N:4][C:5]([NH:9][C:10]2[CH:17]=[CH:16][C:13]([C:14]#[N:15])=[CH:12][CH:11]=2)=[N:6][C:7]=1[NH:31][O:30][CH3:29]. The yield is 0.510.